Dataset: Experimentally validated miRNA-target interactions with 360,000+ pairs, plus equal number of negative samples. Task: Binary Classification. Given a miRNA mature sequence and a target amino acid sequence, predict their likelihood of interaction. (1) The miRNA is hsa-miR-8084 with sequence GAAUACUAAGUAAAAAAUCAGUA. The protein sequence of the target gene is MIVDKLLDDSRGGEGLRDAAGGCGLMTSPLNLSYFYGASPPAAAPGACDASCSVLGPSAPGSPGSDSSDFSSASSVSSCGAVESRSRGGARAERQPVEPHMGVGRQQRGPFQGVRVKNSVKELLLHIRSHKQKASGQAVDDFKTQGVNIEQFRELKNTVSYSGKRKGPDSLSDGPACKRPALLHSQFLTPPQTPTPGESMEDVHLNEPKQESSADLLQNIINIKNECSPVSLNTVQVSWLNPVVVPQSSPAEQCQDFHGGQVFSPPQKCQPFQVRGSQQMIDQASLYQYSPQNQHVEQQP.... Result: 0 (no interaction). (2) The miRNA is hsa-miR-3912-5p with sequence AUGUCCAUAUUAUGGGUUAGU. The protein sequence of the target gene is MANGTADVRKLFIFTTTQNYFGLMSELWDQPLLCNCLEINNFLDDGNQMLLRVQRSDAGISFSNTIEFGDTKDKVLVFFKLRPEVITDENLHDNILVSSMLESPISSLYQAVRQVFAPMLLKDQEWSRNFDPKLQNLLSELEAGLGIVLRRSDTNLTKLKFKEDDTRGILTPSDEFQFWIEQAHRGNKQISKERANYFKELFETIAREFYNLDSLSLLEVVDLVETTQDVVDDVWRQTEHDHYPESRMLHLLDIIGGSFGRFVQKKLGTLNLWEDPYYLVKESLKAGISICEQWVIVCNH.... Result: 0 (no interaction). (3) The miRNA is hsa-let-7a-5p with sequence UGAGGUAGUAGGUUGUAUAGUU. The protein sequence of the target gene is MASGRGASSRWFFTREQLENTPSRRCGVEADKELSCRQQAANLIQEMGQRLNVSQLTINTAIVYMHRFYMHHSFTKFNKNIISSTALFLAAKVEEQARKLEHVIKVAHACLHPLEPLLDTKCDAYLQQTQELVILETIMLQTLGFEITIEHPHTDVVKCTQLVRASKDLAQTSYFMATNSLHLTTFCLQYKPTVIACVCIHLACKWSNWEIPVSTDGKHWWEYVDPTVTLELLDELTHEFLQILEKTPNRLKKIRNWRANQAARKPKVDGQVSETPLLGSSLVQNSILVDSVTGVPTNPS.... Result: 1 (interaction). (4) The miRNA is mmu-miR-6999-3p with sequence CUUCAGCUGUCCUCCUUUCUGU. The protein sequence of the target gene is MDRSGFGGMSSPVIRDAEVTRTARKHSAHKRVLIQANQEDNFGTATPRSQIIPRTPSSFRQPFVTPSSRSLLRHPDISYILGTEGRSPRHTQSSGYLGNLSMVTNLDDSNWAAAFSSQRLGLYTNTEHHSMTEDVNLSTVMLREDDPGEAASMSMFSDFLHSFLKHSSTTVFDLVEEYENICGSQVNILSKIVSRATPGLQKFSKTASMLWLLQQEMVTWRLLASLYRDRIQSSLEEENMFAIAGINASEKMVVETLFQRDSLVRQSQLVVDWLESIAKDEIGEFSDNIEFYAKSVYWEN.... Result: 0 (no interaction). (5) The miRNA is hsa-miR-1262 with sequence AUGGGUGAAUUUGUAGAAGGAU. The protein sequence of the target gene is MLLWSLLVIFDAVTEQADSLTLVAPSSVFEGDSIVLKCQGEQNWKIQKMAYHKDNKELSVFKKFSDFLIQSAVLSDSGNYFCSTKGQLFLWDKTSNIVKIKVQELFQRPVLTASSFQPIEGGPVSLKCETRLSPQRLDVQLQFCFFRENQVLGSGWSSSPELQISAVWSEDTGSYWCKAETVTHRIRKQSLQSQIHVQRIPISNVSLEIRAPGGQVTEGQKLILLCSVAGGTGNVTFSWYREATGTSMGKKTQRSLSAELEIPAVKESDAGKYYCRADNGHVPIQSKVVNIPVRIPVSRP.... Result: 1 (interaction).